From a dataset of Reaction yield outcomes from USPTO patents with 853,638 reactions. Predict the reaction yield, written as a fraction of the theoretical maximum amount of product (1.0 means a 100% yield; for example, 0.34 means a 34% yield). The reactants are [OH:1][C:2]1[CH:10]=[CH:9][C:5]([C:6]([OH:8])=[O:7])=[CH:4][C:3]=1[CH3:11].[OH-].C([P+](CCCC)(CCCC)CCCC)CCC.Br[CH2:31][CH2:32][O:33][CH3:34].Cl. The catalyst is C1COCC1. The product is [CH3:34][O:33][CH2:32][CH2:31][O:1][C:2]1[CH:10]=[CH:9][C:5]([C:6]([OH:8])=[O:7])=[CH:4][C:3]=1[CH3:11]. The yield is 0.0600.